Dataset: HIV replication inhibition screening data with 41,000+ compounds from the AIDS Antiviral Screen. Task: Binary Classification. Given a drug SMILES string, predict its activity (active/inactive) in a high-throughput screening assay against a specified biological target. (1) The compound is Fc1c(F)c(F)c(S)c(F)c1F. The result is 1 (active). (2) The molecule is Nc1nc(O)c2ccn(C3C=CC(CO)C3)c2n1. The result is 0 (inactive). (3) The molecule is CNc1ncnc2c1cnn2CCCCO. The result is 0 (inactive). (4) The result is 0 (inactive). The drug is CCOC(=O)c1c(-c2ccc(OC)cc2)c(C#N)c(=S)n(C2OC(CO)C(O)C(O)C2O)c1-c1ccccc1. (5) The drug is NC(=O)C#CC#CC#CCO. The result is 0 (inactive).